Dataset: NCI-60 drug combinations with 297,098 pairs across 59 cell lines. Task: Regression. Given two drug SMILES strings and cell line genomic features, predict the synergy score measuring deviation from expected non-interaction effect. (1) Drug 1: C1=CC(=CC=C1CC(C(=O)O)N)N(CCCl)CCCl.Cl. Drug 2: CNC(=O)C1=NC=CC(=C1)OC2=CC=C(C=C2)NC(=O)NC3=CC(=C(C=C3)Cl)C(F)(F)F. Cell line: NCI-H460. Synergy scores: CSS=43.2, Synergy_ZIP=-4.76, Synergy_Bliss=-0.915, Synergy_Loewe=-2.57, Synergy_HSA=-1.11. (2) Synergy scores: CSS=-5.63, Synergy_ZIP=5.82, Synergy_Bliss=5.68, Synergy_Loewe=-4.77, Synergy_HSA=-3.07. Drug 1: COC1=NC(=NC2=C1N=CN2C3C(C(C(O3)CO)O)O)N. Cell line: T-47D. Drug 2: CCN(CC)CCNC(=O)C1=C(NC(=C1C)C=C2C3=C(C=CC(=C3)F)NC2=O)C. (3) Synergy scores: CSS=40.5, Synergy_ZIP=10.6, Synergy_Bliss=11.4, Synergy_Loewe=-4.15, Synergy_HSA=7.20. Cell line: OVCAR-8. Drug 1: CC1=CC=C(C=C1)C2=CC(=NN2C3=CC=C(C=C3)S(=O)(=O)N)C(F)(F)F. Drug 2: C1=NC(=NC(=O)N1C2C(C(C(O2)CO)O)O)N. (4) Drug 1: CC12CCC3C(C1CCC2=O)CC(=C)C4=CC(=O)C=CC34C. Drug 2: C1CN1P(=S)(N2CC2)N3CC3. Cell line: T-47D. Synergy scores: CSS=16.7, Synergy_ZIP=-9.38, Synergy_Bliss=-1.83, Synergy_Loewe=-2.93, Synergy_HSA=-0.716. (5) Drug 1: CC1C(C(CC(O1)OC2CC(CC3=C2C(=C4C(=C3O)C(=O)C5=C(C4=O)C(=CC=C5)OC)O)(C(=O)C)O)N)O.Cl. Drug 2: CC1=C(N=C(N=C1N)C(CC(=O)N)NCC(C(=O)N)N)C(=O)NC(C(C2=CN=CN2)OC3C(C(C(C(O3)CO)O)O)OC4C(C(C(C(O4)CO)O)OC(=O)N)O)C(=O)NC(C)C(C(C)C(=O)NC(C(C)O)C(=O)NCCC5=NC(=CS5)C6=NC(=CS6)C(=O)NCCC[S+](C)C)O. Cell line: SK-MEL-2. Synergy scores: CSS=10.3, Synergy_ZIP=7.03, Synergy_Bliss=11.4, Synergy_Loewe=-2.38, Synergy_HSA=6.95. (6) Synergy scores: CSS=50.6, Synergy_ZIP=-6.66, Synergy_Bliss=-5.89, Synergy_Loewe=-3.66, Synergy_HSA=-2.50. Cell line: UACC62. Drug 1: COC1=CC(=CC(=C1O)OC)C2C3C(COC3=O)C(C4=CC5=C(C=C24)OCO5)OC6C(C(C7C(O6)COC(O7)C8=CC=CS8)O)O. Drug 2: CC1C(C(CC(O1)OC2CC(CC3=C2C(=C4C(=C3O)C(=O)C5=C(C4=O)C(=CC=C5)OC)O)(C(=O)CO)O)N)O.Cl. (7) Drug 1: C1CCN(CC1)CCOC2=CC=C(C=C2)C(=O)C3=C(SC4=C3C=CC(=C4)O)C5=CC=C(C=C5)O. Synergy scores: CSS=25.7, Synergy_ZIP=-0.824, Synergy_Bliss=-3.66, Synergy_Loewe=-8.50, Synergy_HSA=-7.57. Drug 2: CC(CN1CC(=O)NC(=O)C1)N2CC(=O)NC(=O)C2. Cell line: RPMI-8226. (8) Drug 1: C1CC(=O)NC(=O)C1N2C(=O)C3=CC=CC=C3C2=O. Drug 2: CN(C(=O)NC(C=O)C(C(C(CO)O)O)O)N=O. Cell line: LOX IMVI. Synergy scores: CSS=-21.0, Synergy_ZIP=-11.2, Synergy_Bliss=-35.9, Synergy_Loewe=-48.7, Synergy_HSA=-48.7. (9) Drug 1: CN1CCC(CC1)COC2=C(C=C3C(=C2)N=CN=C3NC4=C(C=C(C=C4)Br)F)OC. Drug 2: C1=NC2=C(N=C(N=C2N1C3C(C(C(O3)CO)O)O)F)N. Cell line: SF-295. Synergy scores: CSS=-3.21, Synergy_ZIP=-0.340, Synergy_Bliss=-4.65, Synergy_Loewe=-5.56, Synergy_HSA=-4.94. (10) Drug 1: CCC(=C(C1=CC=CC=C1)C2=CC=C(C=C2)OCCN(C)C)C3=CC=CC=C3.C(C(=O)O)C(CC(=O)O)(C(=O)O)O. Drug 2: C(CCl)NC(=O)N(CCCl)N=O. Cell line: SN12C. Synergy scores: CSS=7.76, Synergy_ZIP=-4.02, Synergy_Bliss=1.48, Synergy_Loewe=-4.98, Synergy_HSA=-1.03.